This data is from Reaction yield outcomes from USPTO patents with 853,638 reactions. The task is: Predict the reaction yield, written as a fraction of the theoretical maximum amount of product (1.0 means a 100% yield; for example, 0.34 means a 34% yield). The product is [ClH:30].[CH3:31][O:32][C:33]1[CH:34]=[CH:35][C:36]([CH2:37][N:38]2[CH2:44][C:43]3[CH:45]=[C:46](/[CH:49]=[CH:50]/[C:51]([N:2]([CH3:1])[CH2:3][C:4]4[N:5]([CH3:13])[C:6]5[C:11]([CH:12]=4)=[CH:10][CH:9]=[CH:8][CH:7]=5)=[O:53])[CH:47]=[N:48][C:42]=3[NH:41][C:40](=[O:54])[CH2:39]2)=[CH:55][CH:56]=1. No catalyst specified. The yield is 0.830. The reactants are [CH3:1][NH:2][CH2:3][C:4]1[N:5]([CH3:13])[C:6]2[C:11]([CH:12]=1)=[CH:10][CH:9]=[CH:8][CH:7]=2.CNCC1C=CC2C(=CC=CC=2)C=1CCC.[ClH:30].[CH3:31][O:32][C:33]1[CH:56]=[CH:55][C:36]([CH2:37][N:38]2[CH2:44][C:43]3[CH:45]=[C:46](/[CH:49]=[CH:50]/[C:51]([OH:53])=O)[CH:47]=[N:48][C:42]=3[NH:41][C:40](=[O:54])[CH2:39]2)=[CH:35][CH:34]=1.Cl.CN1CC2C=C(/C=C/C(O)=O)C=NC=2NC(=O)C1.